From a dataset of Reaction yield outcomes from USPTO patents with 853,638 reactions. Predict the reaction yield, written as a fraction of the theoretical maximum amount of product (1.0 means a 100% yield; for example, 0.34 means a 34% yield). (1) The reactants are [CH3:1][O:2][C:3]1[CH:4]=[CH:5][C:6]2[O:11][CH2:10][C:9](=[O:12])[NH:8][C:7]=2[CH:13]=1.Br[CH2:15][C@@H:16]([CH3:26])[CH2:17][O:18][Si:19]([C:22]([CH3:25])([CH3:24])[CH3:23])([CH3:21])[CH3:20].C([O-])([O-])=O.[Cs+].[Cs+]. The catalyst is CCCCCCC.CCOC(C)=O. The product is [Si:19]([O:18][CH2:17][C@@H:16]([CH3:26])[CH2:15][N:8]1[C:7]2[CH:13]=[C:3]([O:2][CH3:1])[CH:4]=[CH:5][C:6]=2[O:11][CH2:10][C:9]1=[O:12])([C:22]([CH3:23])([CH3:24])[CH3:25])([CH3:20])[CH3:21]. The yield is 0.800. (2) The reactants are C(OC([N:8]1[CH2:13][CH2:12][N:11]([C:14]2[CH:15]=[N:16][C:17]([NH:20][C:21]3[N:22]=[CH:23][C:24]4[CH:29]=[C:28]([C:30]#[N:31])[N:27]([CH:32]5[CH2:36][CH2:35][CH2:34][CH2:33]5)[C:25]=4[N:26]=3)=[CH:18][CH:19]=2)[CH2:10][CH2:9]1)=O)(C)(C)C. The catalyst is C(OCC)C. The product is [CH:32]1([N:27]2[C:25]3[N:26]=[C:21]([NH:20][C:17]4[CH:18]=[CH:19][C:14]([N:11]5[CH2:10][CH2:9][NH:8][CH2:13][CH2:12]5)=[CH:15][N:16]=4)[N:22]=[CH:23][C:24]=3[CH:29]=[C:28]2[C:30]#[N:31])[CH2:36][CH2:35][CH2:34][CH2:33]1. The yield is 0.0700. (3) The reactants are [C:1]([O:5][C:6](=[O:17])[CH:7]([N:9]1[CH:13]=[CH:12][C:11]([N+:14]([O-])=O)=[N:10]1)[CH3:8])([CH3:4])([CH3:3])[CH3:2].[H][H]. The catalyst is CO.[Pd]. The product is [C:1]([O:5][C:6](=[O:17])[CH:7]([N:9]1[CH:13]=[CH:12][C:11]([NH2:14])=[N:10]1)[CH3:8])([CH3:2])([CH3:3])[CH3:4]. The yield is 0.930. (4) The reactants are Cl.[CH2:2]([NH2:6])[CH2:3][CH:4]=[CH2:5].C([O-])(=O)C.[Na+].Br[C:13]1[C:14]([NH:16][C:17](=[O:19])[CH:18]=1)=[O:15]. The catalyst is CO. The product is [CH2:2]([NH:6][C:13]1[C:14]([NH:16][C:17](=[O:19])[CH:18]=1)=[O:15])[CH2:3][CH:4]=[CH2:5]. The yield is 0.760. (5) The reactants are B(Br)(Br)Br.[I:5][C:6]1[CH:11]=[CH:10][C:9]([O:12]C)=[C:8]([CH2:14][CH:15]([CH3:17])[CH3:16])[CH:7]=1.O.C(Cl)Cl.CO. The catalyst is C(Cl)Cl. The product is [I:5][C:6]1[CH:11]=[CH:10][C:9]([OH:12])=[C:8]([CH2:14][CH:15]([CH3:17])[CH3:16])[CH:7]=1. The yield is 0.502. (6) The reactants are [F:1][C:2]1[CH:3]=[C:4]([C:8]2[C:18]3[O:17][CH2:16][CH2:15][N:14](C(OC(C)(C)C)=O)[CH2:13][C:12]=3[CH:11]=[CH:10][CH:9]=2)[CH:5]=[CH:6][CH:7]=1.C(OCC)(=O)C.[ClH:32]. The catalyst is C(OCC)(=O)C. The product is [ClH:32].[F:1][C:2]1[CH:3]=[C:4]([C:8]2[C:18]3[O:17][CH2:16][CH2:15][NH:14][CH2:13][C:12]=3[CH:11]=[CH:10][CH:9]=2)[CH:5]=[CH:6][CH:7]=1. The yield is 0.972.